The task is: Predict the product of the given reaction.. This data is from Forward reaction prediction with 1.9M reactions from USPTO patents (1976-2016). (1) Given the reactants [Cl:1][C:2]1[CH:23]=[CH:22][C:5]([CH:6]([O:14][CH:15]2[CH2:18][N:17]([C:19](Cl)=[O:20])[CH2:16]2)[C:7]2[CH:12]=[CH:11][C:10]([Cl:13])=[CH:9][CH:8]=2)=[CH:4][CH:3]=1.[NH2:24][N:25]1[CH2:30][CH2:29][CH2:28][CH2:27][CH2:26]1.C(N(CC)CC)C, predict the reaction product. The product is: [Cl:1][C:2]1[CH:23]=[CH:22][C:5]([CH:6]([O:14][CH:15]2[CH2:16][N:17]([C:19]([NH:24][N:25]3[CH2:30][CH2:29][CH2:28][CH2:27][CH2:26]3)=[O:20])[CH2:18]2)[C:7]2[CH:8]=[CH:9][C:10]([Cl:13])=[CH:11][CH:12]=2)=[CH:4][CH:3]=1. (2) Given the reactants C1(C)C=CC(S([O:10][C@H:11]2[CH2:15][CH2:14][N:13]([C:16]([O:18][C:19]([CH3:22])([CH3:21])[CH3:20])=[O:17])[CH2:12]2)(=O)=O)=CC=1.[C:24]1(O)[CH:29]=[CH:28][CH:27]=[CH:26][CH:25]=1, predict the reaction product. The product is: [O:10]([C@@H:11]1[CH2:15][CH2:14][N:13]([C:16]([O:18][C:19]([CH3:20])([CH3:21])[CH3:22])=[O:17])[CH2:12]1)[C:24]1[CH:29]=[CH:28][CH:27]=[CH:26][CH:25]=1. (3) Given the reactants Cl[C:2]1[N:7]=[C:6]([CH2:8][CH2:9][C:10]2[C:18]3[C:13](=[CH:14][CH:15]=[CH:16][CH:17]=3)[NH:12][CH:11]=2)[CH:5]=[CH:4][N:3]=1.[NH2:19][C:20]([CH3:24])([CH3:23])[CH2:21][OH:22], predict the reaction product. The product is: [OH:22][CH2:21][C:20]([NH:19][C:2]1[N:7]=[C:6]([CH2:8][CH2:9][C:10]2[C:18]3[C:13](=[CH:14][CH:15]=[CH:16][CH:17]=3)[NH:12][CH:11]=2)[CH:5]=[CH:4][N:3]=1)([CH3:24])[CH3:23]. (4) Given the reactants [OH:1][C:2]([CH3:7])([CH3:6])[C:3](=O)[CH3:4].[CH3:8][N:9]([CH3:11])[NH2:10], predict the reaction product. The product is: [CH3:8][N:9]([CH3:11])[N:10]=[C:3]([CH3:4])[C:2]([CH3:7])([OH:1])[CH3:6]. (5) Given the reactants B(Br)(Br)Br.[CH2:5]([N:12]1[CH2:17][CH2:16][CH:15]([CH2:18][C:19]2[N:23]=[C:22]([CH:24]=[CH:25][C:26]3[CH:31]=[CH:30][C:29]([O:32]C)=[C:28]([O:34]C)[CH:27]=3)[O:21][N:20]=2)[CH2:14][CH2:13]1)[C:6]1[CH:11]=[CH:10][CH:9]=[CH:8][CH:7]=1, predict the reaction product. The product is: [CH2:5]([N:12]1[CH2:17][CH2:16][CH:15]([CH2:18][C:19]2[N:23]=[C:22]([CH:24]=[CH:25][C:26]3[CH:27]=[C:28]([OH:34])[C:29]([OH:32])=[CH:30][CH:31]=3)[O:21][N:20]=2)[CH2:14][CH2:13]1)[C:6]1[CH:11]=[CH:10][CH:9]=[CH:8][CH:7]=1. (6) The product is: [Cl:5][C:6]1[CH:7]=[C:8]([S:18]([NH2:1])(=[O:20])=[O:19])[CH:10]=[CH:11][C:12]=1[I:13]. Given the reactants [N:1]([O-])=O.[Na+].[Cl:5][C:6]1[CH:7]=[C:8]([CH:10]=[CH:11][C:12]=1[I:13])N.Cl.[Cl-].[Mg+2].[Cl-].[S:18](=[O:20])=[O:19], predict the reaction product. (7) The product is: [N:1]1[CH:6]=[CH:5][CH:4]=[CH:3][C:2]=1[C:7]1[S:11][C:10]([CH:12]=[O:13])=[CH:9][CH:8]=1. Given the reactants [N:1]1[CH:6]=[CH:5][CH:4]=[CH:3][C:2]=1[C:7]1[S:11][C:10]([CH2:12][OH:13])=[CH:9][CH:8]=1, predict the reaction product. (8) Given the reactants Br[C:2]1[CH:7]=[C:6]([F:8])[C:5]([F:9])=[C:4]([F:10])[CH:3]=1.[C:11](=[N:24][NH2:25])([C:18]1[CH:23]=[CH:22][CH:21]=[CH:20][CH:19]=1)[C:12]1[CH:17]=[CH:16][CH:15]=[CH:14][CH:13]=1.C([O-])(=O)C.[Cs+], predict the reaction product. The product is: [F:10][C:4]1[CH:3]=[C:2]([NH:25][N:24]=[C:11]([C:12]2[CH:17]=[CH:16][CH:15]=[CH:14][CH:13]=2)[C:18]2[CH:23]=[CH:22][CH:21]=[CH:20][CH:19]=2)[CH:7]=[C:6]([F:8])[C:5]=1[F:9]. (9) Given the reactants C(O)(C(F)(F)F)=O.[O:8]=[C:9]1[C:17]2[C:12](=[CH:13][CH:14]=[CH:15][CH:16]=2)[C:11](=[O:18])[N:10]1[CH2:19][CH2:20][CH2:21][C@H:22]1[CH2:27][CH2:26][CH2:25][N:24](C(OC(C)(C)C)=O)[CH2:23]1, predict the reaction product. The product is: [NH:24]1[CH2:25][CH2:26][CH2:27][C@H:22]([CH2:21][CH2:20][CH2:19][N:10]2[C:11](=[O:18])[C:12]3[C:17](=[CH:16][CH:15]=[CH:14][CH:13]=3)[C:9]2=[O:8])[CH2:23]1. (10) Given the reactants [CH:1]12[CH2:10][CH:5]3[CH2:6][CH:7]([CH2:9][CH:3]([CH2:4]3)[CH:2]1[N:11]1[C:14](=[O:15])[C:13]([CH3:17])([CH3:16])[NH:12]1)[CH2:8]2.[CH3:18][C:19]1[CH:26]=[CH:25][CH:24]=[CH:23][C:20]=1[CH2:21]Br, predict the reaction product. The product is: [CH3:16][C:13]1([CH3:17])[N:12]([CH2:18][C:19]2[CH:26]=[CH:25][CH:24]=[CH:23][C:20]=2[CH3:21])[N:11]([CH:2]2[CH:3]3[CH2:4][CH:5]4[CH2:6][CH:7]([CH2:8][CH:1]2[CH2:10]4)[CH2:9]3)[C:14]1=[O:15].